From a dataset of Full USPTO retrosynthesis dataset with 1.9M reactions from patents (1976-2016). Predict the reactants needed to synthesize the given product. (1) Given the product [CH:28]1([N:3]2[CH2:2][CH2:1][C:7]3[CH:8]=[CH:9][C:10]([C:12]4[CH2:17][CH2:16][N:15]([C:18]([O:20][CH2:21][C:22]5[CH:23]=[CH:24][CH:25]=[CH:26][CH:27]=5)=[O:19])[CH2:14][CH:13]=4)=[CH:11][C:6]=3[CH2:5][CH2:4]2)[CH2:31][CH2:30][CH2:29]1, predict the reactants needed to synthesize it. The reactants are: [CH2:1]1[C:7]2[CH:8]=[CH:9][C:10]([C:12]3[CH2:13][CH2:14][N:15]([C:18]([O:20][CH2:21][C:22]4[CH:27]=[CH:26][CH:25]=[CH:24][CH:23]=4)=[O:19])[CH2:16][CH:17]=3)=[CH:11][C:6]=2[CH2:5][CH2:4][NH:3][CH2:2]1.[C:28]1(=O)[CH2:31][CH2:30][CH2:29]1. (2) Given the product [Cl:1][C:2]1[C:10]([F:11])=[C:9]2[C:5]([C:6]([S:20][C:21]3[CH:22]=[C:23]([CH:27]=[CH:28][CH:29]=3)[C:24]([NH:57][S:54]([CH3:53])(=[O:56])=[O:55])=[O:25])=[C:7]([CH3:19])[N:8]2[C:12]2[CH:13]=[N:14][N:15]([CH2:17][CH3:18])[CH:16]=2)=[CH:4][CH:3]=1, predict the reactants needed to synthesize it. The reactants are: [Cl:1][C:2]1[C:10]([F:11])=[C:9]2[C:5]([C:6]([S:20][C:21]3[CH:22]=[C:23]([CH:27]=[CH:28][CH:29]=3)[C:24](O)=[O:25])=[C:7]([CH3:19])[N:8]2[C:12]2[CH:13]=[N:14][N:15]([CH2:17][CH3:18])[CH:16]=2)=[CH:4][CH:3]=1.C1N=CN(C(N2C=NC=C2)=O)C=1.C1CCN2C(=NCCC2)CC1.[CH3:53][S:54]([NH2:57])(=[O:56])=[O:55].